Dataset: Peptide-MHC class II binding affinity with 134,281 pairs from IEDB. Task: Regression. Given a peptide amino acid sequence and an MHC pseudo amino acid sequence, predict their binding affinity value. This is MHC class II binding data. (1) The peptide sequence is LIDDVIAILPVDELY. The MHC is DRB3_0101 with pseudo-sequence DRB3_0101. The binding affinity (normalized) is 0.318. (2) The peptide sequence is AVFEYTIDCDGSILG. The MHC is DRB1_0901 with pseudo-sequence DRB1_0901. The binding affinity (normalized) is 0.438. (3) The peptide sequence is LPRLIAFTSEHSHFS. The MHC is HLA-DPA10301-DPB10402 with pseudo-sequence HLA-DPA10301-DPB10402. The binding affinity (normalized) is 0.545. (4) The peptide sequence is INLIIHYVDRPGALG. The MHC is HLA-DQA10401-DQB10402 with pseudo-sequence HLA-DQA10401-DQB10402. The binding affinity (normalized) is 0.163. (5) The peptide sequence is FPPNGTHSWEYWGAQ. The MHC is DRB3_0101 with pseudo-sequence DRB3_0101. The binding affinity (normalized) is 0.0320. (6) The peptide sequence is AAGTAAQAAVVRFQE. The MHC is HLA-DQA10102-DQB10602 with pseudo-sequence HLA-DQA10102-DQB10602. The binding affinity (normalized) is 0.534. (7) The peptide sequence is GATRERSLWIIFSKN. The MHC is HLA-DQA10101-DQB10501 with pseudo-sequence HLA-DQA10101-DQB10501. The binding affinity (normalized) is 0.409.